Dataset: Forward reaction prediction with 1.9M reactions from USPTO patents (1976-2016). Task: Predict the product of the given reaction. (1) Given the reactants [OH-].[K+].[C:3]([O:7][CH:8]([C:14]1[C:18]([C:19]2[CH2:24][CH2:23][C:22]([CH3:26])([CH3:25])[CH2:21][CH:20]=2)=[C:17]([C:27]2[CH:32]=[CH:31][CH:30]=[CH:29][CH:28]=2)[S:16][C:15]=1[CH3:33])[C:9]([O:11]CC)=[O:10])([CH3:6])([CH3:5])[CH3:4], predict the reaction product. The product is: [C:3]([O:7][CH:8]([C:14]1[C:18]([C:19]2[CH2:24][CH2:23][C:22]([CH3:26])([CH3:25])[CH2:21][CH:20]=2)=[C:17]([C:27]2[CH:28]=[CH:29][CH:30]=[CH:31][CH:32]=2)[S:16][C:15]=1[CH3:33])[C:9]([OH:11])=[O:10])([CH3:4])([CH3:5])[CH3:6]. (2) Given the reactants [N:1]1[N:5]2[CH:6]=[C:7]3[CH2:13][CH2:12][N:11](C(OC(C)(C)C)=O)[CH2:10][C:8]3=[N:9][C:4]2=[CH:3][CH:2]=1.[C:21]([OH:27])([C:23]([F:26])([F:25])[F:24])=[O:22], predict the reaction product. The product is: [N:1]1[N:5]2[CH:6]=[C:7]3[CH2:13][CH2:12][NH:11][CH2:10][C:8]3=[N:9][C:4]2=[CH:3][CH:2]=1.[F:24][C:23]([F:26])([F:25])[C:21]([OH:27])=[O:22]. (3) Given the reactants I[CH2:2][C:3]1([C:16]([O:18][CH2:19][CH3:20])=[O:17])[CH2:8][CH2:7][CH2:6][N:5]([C:9]([O:11][C:12]([CH3:15])([CH3:14])[CH3:13])=[O:10])[CH2:4]1.[CH3:21][O:22][C:23]1[CH:28]=[CH:27][C:26]([CH2:29][NH2:30])=[CH:25][CH:24]=1.C(=O)([O-])[O-].[Cs+].[Cs+], predict the reaction product. The product is: [CH3:21][O:22][C:23]1[CH:28]=[CH:27][C:26]([CH2:29][NH:30][CH2:2][C:3]2([C:16]([O:18][CH2:19][CH3:20])=[O:17])[CH2:8][CH2:7][CH2:6][N:5]([C:9]([O:11][C:12]([CH3:15])([CH3:14])[CH3:13])=[O:10])[CH2:4]2)=[CH:25][CH:24]=1. (4) Given the reactants C[O-].[Na+].[P:4]([O-:11])([O:8][CH2:9]C)[O:5][CH2:6]C.[CH:12]([C:14]1[CH:22]=[CH:21][CH:20]=[CH:19][C:15]=1[C:16]([OH:18])=[O:17])=O.CS(O)(=O)=O, predict the reaction product. The product is: [O:17]=[C:16]1[C:15]2[C:14](=[CH:22][CH:21]=[CH:20][CH:19]=2)[CH:12]([P:4](=[O:11])([O:8][CH3:9])[O:5][CH3:6])[O:18]1.